This data is from Peptide-MHC class I binding affinity with 185,985 pairs from IEDB/IMGT. The task is: Regression. Given a peptide amino acid sequence and an MHC pseudo amino acid sequence, predict their binding affinity value. This is MHC class I binding data. (1) The peptide sequence is EVAESVMFM. The MHC is HLA-B15:17 with pseudo-sequence HLA-B15:17. The binding affinity (normalized) is 0.328. (2) The peptide sequence is HSPLDVDAV. The MHC is Mamu-A01 with pseudo-sequence Mamu-A01. The binding affinity (normalized) is 0.158. (3) The peptide sequence is NQATTKTTF. The MHC is HLA-B58:01 with pseudo-sequence HLA-B58:01. The binding affinity (normalized) is 0.156. (4) The peptide sequence is LTAPCDIYV. The MHC is HLA-A02:11 with pseudo-sequence HLA-A02:11. The binding affinity (normalized) is 0.0847. (5) The peptide sequence is EKDSNHNVL. The MHC is HLA-B46:01 with pseudo-sequence HLA-B46:01. The binding affinity (normalized) is 0.0847. (6) The peptide sequence is KYTSGRQEK. The MHC is HLA-A24:02 with pseudo-sequence HLA-A24:02. The binding affinity (normalized) is 0.0847. (7) The peptide sequence is LEVVTSTW. The MHC is H-2-Kk with pseudo-sequence H-2-Kk. The binding affinity (normalized) is 0.254. (8) The peptide sequence is ITLKVFAGY. The MHC is SLA-20401 with pseudo-sequence SLA-20401. The binding affinity (normalized) is 0.650. (9) The peptide sequence is VQGPGGSTY. The MHC is HLA-B07:02 with pseudo-sequence HLA-B07:02. The binding affinity (normalized) is 0.0847. (10) The peptide sequence is TVPSSSFSHR. The MHC is HLA-A68:01 with pseudo-sequence HLA-A68:01. The binding affinity (normalized) is 0.781.